From a dataset of Forward reaction prediction with 1.9M reactions from USPTO patents (1976-2016). Predict the product of the given reaction. Given the reactants [Cl:1][C:2]1[CH:7]=[CH:6][CH:5]=[C:4]([Cl:8])[C:3]=1[C:9]([C:11]1[N:15]2[CH:16]=[CH:17][CH:18]=[CH:19][C:14]2=[CH:13][N:12]=1)=[O:10].C1C(=O)N([Br:27])C(=O)C1, predict the reaction product. The product is: [Br:27][C:13]1[N:12]=[C:11]([C:9]([C:3]2[C:4]([Cl:8])=[CH:5][CH:6]=[CH:7][C:2]=2[Cl:1])=[O:10])[N:15]2[CH:16]=[CH:17][CH:18]=[CH:19][C:14]=12.